This data is from Peptide-MHC class I binding affinity with 185,985 pairs from IEDB/IMGT. The task is: Regression. Given a peptide amino acid sequence and an MHC pseudo amino acid sequence, predict their binding affinity value. This is MHC class I binding data. (1) The peptide sequence is VVFQTSATI. The MHC is HLA-A02:01 with pseudo-sequence HLA-A02:01. The binding affinity (normalized) is 0.540. (2) The peptide sequence is FLLTRILTI. The MHC is Patr-B0101 with pseudo-sequence Patr-B0101. The binding affinity (normalized) is 0.227. (3) The peptide sequence is GPPQVGLSY. The MHC is HLA-A32:01 with pseudo-sequence HLA-A32:01. The binding affinity (normalized) is 0. (4) The binding affinity (normalized) is 0. The MHC is H-2-Kb with pseudo-sequence H-2-Kb. The peptide sequence is DNVRNVENVI. (5) The peptide sequence is VHFRNQVKI. The MHC is HLA-A11:01 with pseudo-sequence HLA-A11:01. The binding affinity (normalized) is 0.0847.